This data is from NCI-60 drug combinations with 297,098 pairs across 59 cell lines. The task is: Regression. Given two drug SMILES strings and cell line genomic features, predict the synergy score measuring deviation from expected non-interaction effect. (1) Drug 2: C(CN)CNCCSP(=O)(O)O. Synergy scores: CSS=-4.17, Synergy_ZIP=2.54, Synergy_Bliss=0.684, Synergy_Loewe=-2.54, Synergy_HSA=-4.64. Drug 1: C1CN(P(=O)(OC1)NCCCl)CCCl. Cell line: KM12. (2) Cell line: HS 578T. Drug 2: CC1=CC=C(C=C1)C2=CC(=NN2C3=CC=C(C=C3)S(=O)(=O)N)C(F)(F)F. Drug 1: CC12CCC3C(C1CCC2=O)CC(=C)C4=CC(=O)C=CC34C. Synergy scores: CSS=45.2, Synergy_ZIP=1.54, Synergy_Bliss=2.13, Synergy_Loewe=1.27, Synergy_HSA=0.870. (3) Drug 1: CNC(=O)C1=NC=CC(=C1)OC2=CC=C(C=C2)NC(=O)NC3=CC(=C(C=C3)Cl)C(F)(F)F. Drug 2: C1=CN(C=N1)CC(O)(P(=O)(O)O)P(=O)(O)O. Cell line: BT-549. Synergy scores: CSS=-2.39, Synergy_ZIP=0.269, Synergy_Bliss=-2.06, Synergy_Loewe=-3.25, Synergy_HSA=-2.69.